From a dataset of Peptide-MHC class I binding affinity with 185,985 pairs from IEDB/IMGT. Regression. Given a peptide amino acid sequence and an MHC pseudo amino acid sequence, predict their binding affinity value. This is MHC class I binding data. The peptide sequence is MLLGELLTF. The MHC is HLA-A26:01 with pseudo-sequence HLA-A26:01. The binding affinity (normalized) is 0.0847.